Dataset: NCI-60 drug combinations with 297,098 pairs across 59 cell lines. Task: Regression. Given two drug SMILES strings and cell line genomic features, predict the synergy score measuring deviation from expected non-interaction effect. (1) Drug 2: CC1C(C(CC(O1)OC2CC(OC(C2O)C)OC3=CC4=CC5=C(C(=O)C(C(C5)C(C(=O)C(C(C)O)O)OC)OC6CC(C(C(O6)C)O)OC7CC(C(C(O7)C)O)OC8CC(C(C(O8)C)O)(C)O)C(=C4C(=C3C)O)O)O)O. Synergy scores: CSS=65.2, Synergy_ZIP=2.77, Synergy_Bliss=0.454, Synergy_Loewe=-0.514, Synergy_HSA=-0.555. Cell line: HL-60(TB). Drug 1: C1=C(C(=O)NC(=O)N1)F. (2) Drug 1: CCCCCOC(=O)NC1=NC(=O)N(C=C1F)C2C(C(C(O2)C)O)O. Drug 2: C1C(C(OC1N2C=NC3=C2NC=NCC3O)CO)O. Cell line: HCT116. Synergy scores: CSS=-0.915, Synergy_ZIP=-0.686, Synergy_Bliss=-2.87, Synergy_Loewe=-3.62, Synergy_HSA=-4.41. (3) Drug 1: CCCS(=O)(=O)NC1=C(C(=C(C=C1)F)C(=O)C2=CNC3=C2C=C(C=N3)C4=CC=C(C=C4)Cl)F. Drug 2: C(CN)CNCCSP(=O)(O)O. Cell line: RPMI-8226. Synergy scores: CSS=29.0, Synergy_ZIP=10.4, Synergy_Bliss=11.8, Synergy_Loewe=7.05, Synergy_HSA=7.20. (4) Drug 1: C1=CC(=CC=C1C#N)C(C2=CC=C(C=C2)C#N)N3C=NC=N3. Drug 2: CC1C(C(CC(O1)OC2CC(CC3=C2C(=C4C(=C3O)C(=O)C5=C(C4=O)C(=CC=C5)OC)O)(C(=O)CO)O)N)O.Cl. Cell line: SK-MEL-5. Synergy scores: CSS=42.5, Synergy_ZIP=-4.59, Synergy_Bliss=-1.39, Synergy_Loewe=-16.8, Synergy_HSA=-0.0267. (5) Drug 1: CCC1=CC2CC(C3=C(CN(C2)C1)C4=CC=CC=C4N3)(C5=C(C=C6C(=C5)C78CCN9C7C(C=CC9)(C(C(C8N6C)(C(=O)OC)O)OC(=O)C)CC)OC)C(=O)OC.C(C(C(=O)O)O)(C(=O)O)O. Cell line: HCT116. Synergy scores: CSS=36.1, Synergy_ZIP=-0.152, Synergy_Bliss=1.40, Synergy_Loewe=-10.7, Synergy_HSA=1.93. Drug 2: CN(CCCl)CCCl.Cl. (6) Drug 1: CC12CCC(CC1=CCC3C2CCC4(C3CC=C4C5=CN=CC=C5)C)O. Drug 2: CC1=C(C(=O)C2=C(C1=O)N3CC4C(C3(C2COC(=O)N)OC)N4)N. Cell line: MDA-MB-231. Synergy scores: CSS=15.8, Synergy_ZIP=-2.78, Synergy_Bliss=3.21, Synergy_Loewe=-20.3, Synergy_HSA=4.12. (7) Drug 1: CCC1=C2CN3C(=CC4=C(C3=O)COC(=O)C4(CC)O)C2=NC5=C1C=C(C=C5)O. Drug 2: CC1=C(N=C(N=C1N)C(CC(=O)N)NCC(C(=O)N)N)C(=O)NC(C(C2=CN=CN2)OC3C(C(C(C(O3)CO)O)O)OC4C(C(C(C(O4)CO)O)OC(=O)N)O)C(=O)NC(C)C(C(C)C(=O)NC(C(C)O)C(=O)NCCC5=NC(=CS5)C6=NC(=CS6)C(=O)NCCC[S+](C)C)O. Cell line: MDA-MB-435. Synergy scores: CSS=18.3, Synergy_ZIP=-6.01, Synergy_Bliss=-1.64, Synergy_Loewe=-10.1, Synergy_HSA=0.571. (8) Drug 1: C1=CN(C=N1)CC(O)(P(=O)(O)O)P(=O)(O)O. Drug 2: CC1=C(C(=O)C2=C(C1=O)N3CC4C(C3(C2COC(=O)N)OC)N4)N. Cell line: NCI-H322M. Synergy scores: CSS=-0.999, Synergy_ZIP=0.883, Synergy_Bliss=1.22, Synergy_Loewe=-40.7, Synergy_HSA=-4.68.